This data is from TCR-epitope binding with 47,182 pairs between 192 epitopes and 23,139 TCRs. The task is: Binary Classification. Given a T-cell receptor sequence (or CDR3 region) and an epitope sequence, predict whether binding occurs between them. (1) The epitope is GILGFVFTL. The TCR CDR3 sequence is CASRSGAETFF. Result: 1 (the TCR binds to the epitope). (2) Result: 0 (the TCR does not bind to the epitope). The TCR CDR3 sequence is CASSQPGLGFYNEQFF. The epitope is SSNVANYQK.